From a dataset of Forward reaction prediction with 1.9M reactions from USPTO patents (1976-2016). Predict the product of the given reaction. (1) Given the reactants [OH:1][CH2:2][C:3]1[CH:25]=[CH:24][C:6]([C:7]([NH:9][C:10]2[CH:19]=[CH:18][C:17]3[C:16]([CH3:21])([CH3:20])[CH2:15][CH2:14][C:13]([CH3:23])([CH3:22])[C:12]=3[CH:11]=2)=[O:8])=[CH:5][CH:4]=1, predict the reaction product. The product is: [CH:2]([C:3]1[CH:4]=[CH:5][C:6]([C:7]([NH:9][C:10]2[CH:19]=[CH:18][C:17]3[C:16]([CH3:21])([CH3:20])[CH2:15][CH2:14][C:13]([CH3:23])([CH3:22])[C:12]=3[CH:11]=2)=[O:8])=[CH:24][CH:25]=1)=[O:1]. (2) Given the reactants [C:1]([O:5][C:6](=[O:16])[NH:7][C@@H:8]1[CH2:13][CH2:12][NH:11][CH2:10][C@H:9]1[O:14][CH3:15])([CH3:4])([CH3:3])[CH3:2].C=O.[BH-](OC(C)=O)(OC(C)=O)O[C:21](C)=O.[Na+].C([O-])(O)=O.[Na+], predict the reaction product. The product is: [C:1]([O:5][C:6](=[O:16])[NH:7][C@@H:8]1[CH2:13][CH2:12][N:11]([CH3:21])[CH2:10][C@H:9]1[O:14][CH3:15])([CH3:4])([CH3:3])[CH3:2]. (3) Given the reactants Cl.[N:2]1([CH2:7][CH2:8][C:9]2[CH2:18][CH2:17][C:16]3[CH:15]=[C:14]([NH:19][C:20](=[O:22])[CH3:21])[CH:13]=[CH:12][C:11]=3[CH:10]=2)[CH2:6][CH2:5][CH2:4][CH2:3]1.CCN=C=NCCCN(C)C.[Cl:34][C:35]1[CH:40]=[CH:39][C:38]([C:41]2[CH:46]=[CH:45]C(C(O)=O)=[CH:43][CH:42]=2)=[CH:37][CH:36]=1, predict the reaction product. The product is: [Cl:34][C:35]1[CH:40]=[CH:39][C:38]([C:41]2[CH:46]=[CH:45][C:21]([C:20]([NH:19][C:14]3[CH:13]=[CH:12][C:11]4[CH:10]=[C:9]([CH2:8][CH2:7][N:2]5[CH2:6][CH2:5][CH2:4][CH2:3]5)[CH2:18][CH2:17][C:16]=4[CH:15]=3)=[O:22])=[CH:43][CH:42]=2)=[CH:37][CH:36]=1. (4) Given the reactants Br[C:2]1[N:7]=[C:6]2[S:8][C:9]([NH:11][C:12](=[O:14])[CH3:13])=[N:10][C:5]2=[CH:4][CH:3]=1.O.[NH2:16][C:17]1[CH:18]=[C:19](B(O)O)[CH:20]=[CH:21][CH:22]=1.C(=O)([O-])[O-].[K+].[K+].O, predict the reaction product. The product is: [NH2:16][C:17]1[CH:22]=[C:21]([C:2]2[N:7]=[C:6]3[S:8][C:9]([NH:11][C:12](=[O:14])[CH3:13])=[N:10][C:5]3=[CH:4][CH:3]=2)[CH:20]=[CH:19][CH:18]=1.